From a dataset of Forward reaction prediction with 1.9M reactions from USPTO patents (1976-2016). Predict the product of the given reaction. (1) Given the reactants [OH:1][C@@H:2]([C@H:4]1[C:25](=[O:26])[N:6]2[C@@H:7]([C:12]([O:14][CH2:15][C:16]3[CH:21]=[CH:20][C:19]([N+:22]([O-:24])=[O:23])=[CH:18][CH:17]=3)=[O:13])[C:8](=O)[C@H:9]([CH3:10])[C@H:5]12)[CH3:3].[CH3:27][C:28]1[N:29]=[CH:30][S:31][C:32]=1[C:33]([C:35]1[N:36]=[CH:37][N:38]2[CH:42]=[C:41]([Sn](CCCC)(CCCC)CCCC)[S:40][C:39]=12)=[O:34], predict the reaction product. The product is: [OH:1][C@@H:2]([C@H:4]1[C:25](=[O:26])[N:6]2[C:7]([C:12]([O:14][CH2:15][C:16]3[CH:17]=[CH:18][C:19]([N+:22]([O-:24])=[O:23])=[CH:20][CH:21]=3)=[O:13])=[C:8]([C:41]3[S:40][C:39]4=[C:35]([C:33]([C:32]5[S:31][CH:30]=[N:29][C:28]=5[CH3:27])=[O:34])[N:36]=[CH:37][N:38]4[CH:42]=3)[C@H:9]([CH3:10])[C@H:5]12)[CH3:3]. (2) Given the reactants [F:1][C:2]([F:32])([F:31])[C:3]1([CH2:6][N:7]2[CH2:12][CH2:11][CH:10]([CH2:13][O:14][C:15]3[N:20]=[CH:19][C:18]([C:21]4[CH:30]=[CH:29][C:24]([C:25]([O:27]C)=[O:26])=[CH:23][CH:22]=4)=[CH:17][CH:16]=3)[CH2:9][CH2:8]2)[CH2:5][CH2:4]1.O[Li].O, predict the reaction product. The product is: [F:32][C:2]([F:1])([F:31])[C:3]1([CH2:6][N:7]2[CH2:12][CH2:11][CH:10]([CH2:13][O:14][C:15]3[N:20]=[CH:19][C:18]([C:21]4[CH:30]=[CH:29][C:24]([C:25]([OH:27])=[O:26])=[CH:23][CH:22]=4)=[CH:17][CH:16]=3)[CH2:9][CH2:8]2)[CH2:5][CH2:4]1. (3) The product is: [OH:18][C:9]1([C:12]2[CH:17]=[CH:16][CH:15]=[CH:14][N:13]=2)[CH2:10][CH2:11][CH:6]([N:19]2[CH2:23][CH2:22][C@@H:21]([NH:24][C:25](=[O:31])[O:26][C:27]([CH3:29])([CH3:28])[CH3:30])[CH2:20]2)[CH2:7][CH2:8]1. Given the reactants CS(O[CH:6]1[CH2:11][CH2:10][C:9]([OH:18])([C:12]2[CH:17]=[CH:16][CH:15]=[CH:14][N:13]=2)[CH2:8][CH2:7]1)(=O)=O.[NH:19]1[CH2:23][CH2:22][C@@H:21]([NH:24][C:25](=[O:31])[O:26][C:27]([CH3:30])([CH3:29])[CH3:28])[CH2:20]1, predict the reaction product. (4) Given the reactants [CH2:1]([N:8]1[CH2:15][C@@H:14]2[C@@H:10]([CH2:11][NH:12][CH2:13]2)[CH2:9]1)[C:2]1[CH:7]=[CH:6][CH:5]=[CH:4][CH:3]=1.CCN(C(C)C)C(C)C.[CH3:25][C:26]([O:29][C:30](O[C:30]([O:29][C:26]([CH3:28])([CH3:27])[CH3:25])=[O:31])=[O:31])([CH3:28])[CH3:27], predict the reaction product. The product is: [CH2:1]([N:8]1[CH2:9][C@@H:10]2[CH2:11][N:12]([C:30]([O:29][C:26]([CH3:28])([CH3:27])[CH3:25])=[O:31])[CH2:13][C@@H:14]2[CH2:15]1)[C:2]1[CH:7]=[CH:6][CH:5]=[CH:4][CH:3]=1.